This data is from Peptide-MHC class I binding affinity with 185,985 pairs from IEDB/IMGT. The task is: Regression. Given a peptide amino acid sequence and an MHC pseudo amino acid sequence, predict their binding affinity value. This is MHC class I binding data. The peptide sequence is ATLLDGGNML. The MHC is Mamu-A01 with pseudo-sequence Mamu-A01. The binding affinity (normalized) is 0.399.